This data is from Forward reaction prediction with 1.9M reactions from USPTO patents (1976-2016). The task is: Predict the product of the given reaction. Given the reactants C(OC([N:8]1[CH2:17][CH2:16][C:15]2[C:11](=[C:12](OS(C(F)(F)F)(=O)=O)[N:13]([CH:18]([CH3:20])[CH3:19])[N:14]=2)[CH2:10][CH2:9]1)=O)(C)(C)C.[C:29]([C:33]1[CH:38]=[CH:37][C:36](B(O)O)=[CH:35][CH:34]=1)([CH3:32])([CH3:31])[CH3:30], predict the reaction product. The product is: [C:29]([C:33]1[CH:38]=[CH:37][C:36]([C:12]2[N:13]([CH:18]([CH3:19])[CH3:20])[N:14]=[C:15]3[C:11]=2[CH2:10][CH2:9][NH:8][CH2:17][CH2:16]3)=[CH:35][CH:34]=1)([CH3:32])([CH3:31])[CH3:30].